This data is from Reaction yield outcomes from USPTO patents with 853,638 reactions. The task is: Predict the reaction yield, written as a fraction of the theoretical maximum amount of product (1.0 means a 100% yield; for example, 0.34 means a 34% yield). (1) The reactants are [CH2:1]([NH:7][CH2:8][CH2:9][OH:10])[CH2:2][CH2:3][CH2:4][CH2:5][CH3:6].C(=O)([O-])[O-].[K+].[K+].[N+:17]([C:20]1[CH:21]=[C:22]([CH:25]=[CH:26][CH:27]=1)[CH2:23]Cl)([O-:19])=[O:18]. The catalyst is C(#N)C. The product is [CH2:1]([N:7]([CH2:23][C:22]1[CH:25]=[CH:26][CH:27]=[C:20]([N+:17]([O-:19])=[O:18])[CH:21]=1)[CH2:8][CH2:9][OH:10])[CH2:2][CH2:3][CH2:4][CH2:5][CH3:6]. The yield is 0.630. (2) The reactants are [F:1][C:2]1[CH:11]=[C:10]2[C:5]([CH2:6][CH2:7][C:8](=[O:12])[NH:9]2)=[CH:4][CH:3]=1.[CH3:13]C(C)([O-])C.[K+].CI.Cl. The catalyst is CN(C=O)C.CCOC(C)=O. The product is [F:1][C:2]1[CH:11]=[C:10]2[C:5]([CH2:6][CH2:7][C:8](=[O:12])[N:9]2[CH3:13])=[CH:4][CH:3]=1. The yield is 0.890. (3) The reactants are [F:1][C:2]1([F:25])[CH2:7][CH:6]([F:8])[C:5](=[O:9])[N:4](C(OC(C)(C)C)=O)[C@@:3]1([C:18]1[CH:23]=[CH:22][CH:21]=[CH:20][C:19]=1[F:24])[CH3:17].[CH3:26][Si](C)(C)[N-][Si](C)(C)C.[Li+].CI.C(O)(C(F)(F)F)=O. The catalyst is O1CCCC1.C1(C)C=CC=CC=1.O.C(OCC)(=O)C. The product is [F:8][C:6]1([CH3:26])[CH2:7][C:2]([F:1])([F:25])[C@:3]([C:18]2[CH:23]=[CH:22][CH:21]=[CH:20][C:19]=2[F:24])([CH3:17])[NH:4][C:5]1=[O:9]. The yield is 0.940.